The task is: Predict the reactants needed to synthesize the given product.. This data is from Full USPTO retrosynthesis dataset with 1.9M reactions from patents (1976-2016). (1) Given the product [CH3:22][C:10]1[N:9]([CH2:8][CH2:7][CH2:6][CH2:5][S:2][CH3:1])[C:21]2[C:20]3[CH:19]=[CH:18][CH:17]=[CH:16][C:15]=3[N:14]=[CH:13][C:12]=2[N:11]=1, predict the reactants needed to synthesize it. The reactants are: [CH3:1][S-:2].[Na+].Cl[CH2:5][CH2:6][CH2:7][CH2:8][N:9]1[C:21]2[C:20]3[CH:19]=[CH:18][CH:17]=[CH:16][C:15]=3[N:14]=[CH:13][C:12]=2[N:11]=[C:10]1[CH3:22].O. (2) Given the product [Cl:26][C:15]1[C:10]2[C:9]([C:18]3[CH:23]=[CH:22][CH:21]=[CH:20][CH:19]=3)=[C:8]([C:5]3[CH:6]=[N:7][C:2]([Cl:1])=[CH:3][CH:4]=3)[O:17][C:11]=2[N:12]=[CH:13][N:14]=1, predict the reactants needed to synthesize it. The reactants are: [Cl:1][C:2]1[N:7]=[CH:6][C:5]([C:8]2[O:17][C:11]3[N:12]=[CH:13][NH:14][C:15](=O)[C:10]=3[C:9]=2[C:18]2[CH:23]=[CH:22][CH:21]=[CH:20][CH:19]=2)=[CH:4][CH:3]=1.P(Cl)(Cl)([Cl:26])=O. (3) Given the product [F:14][C:2]([F:1])([F:13])[C:3]1[S:4][CH:5]=[C:6]([C:8]([OH:10])=[O:9])[N:7]=1, predict the reactants needed to synthesize it. The reactants are: [F:1][C:2]([F:14])([F:13])[C:3]1[S:4][CH:5]=[C:6]([C:8]([O:10]CC)=[O:9])[N:7]=1.[OH-].[Na+].Cl.O. (4) Given the product [CH3:1][O:2][CH2:3][CH2:4][O:5][CH2:6][CH2:7][CH2:8][C@:9]12[CH2:17][CH2:16][C:15]3[C:18]4[CH:19]=[CH:20][C:21]([O:26][CH3:27])=[CH:22][C:23]=4[CH2:24][CH2:25][C:14]=3[C@@H:13]1[CH2:12][CH2:11][C:10]2=[O:28], predict the reactants needed to synthesize it. The reactants are: [CH3:1][O:2][CH2:3][CH2:4][O:5][CH2:6][CH2:7][CH2:8][C@:9]12[CH2:17][CH2:16][C:15]3[C:18]4[CH:19]=[CH:20][C:21]([O:26][CH3:27])=[CH:22][C:23]=4[CH2:24][CH2:25][C:14]=3[C:13]1=[CH:12][CH2:11][C:10]2=[O:28]. (5) Given the product [S:1]([C:5]1[CH:6]=[CH:7][C:8]([N:11]2[C:15](=[O:16])[CH:14]=[C:13]([CH3:17])[N:12]2[CH3:18])=[CH:9][CH:10]=1)([OH:4])(=[O:2])=[O:3], predict the reactants needed to synthesize it. The reactants are: [S:1]([C:5]1[CH:10]=[CH:9][C:8]([N:11]2[C:15](=[O:16])[CH:14]=[C:13]([CH3:17])[NH:12]2)=[CH:7][CH:6]=1)([OH:4])(=[O:3])=[O:2].[CH3:18]I. (6) Given the product [Cl:1][C:2]1[CH:7]=[CH:6][CH:5]=[C:4]([Cl:8])[C:3]=1[N:9]1[C:18](=[O:34])[NH:19][C:20]([C:21]2[CH:26]=[CH:25][C:24]([C:27]([O:29][CH3:30])=[O:28])=[C:23]([O:31][CH3:32])[CH:22]=2)=[N:10]1, predict the reactants needed to synthesize it. The reactants are: [Cl:1][C:2]1[CH:7]=[CH:6][CH:5]=[C:4]([Cl:8])[C:3]=1[N:9]([C:18](=[O:34])[NH:19][C:20](=O)[C:21]1[CH:26]=[CH:25][C:24]([C:27]([O:29][CH3:30])=[O:28])=[C:23]([O:31][CH3:32])[CH:22]=1)[NH:10]C(OC(C)(C)C)=O.FC(F)(F)C(O)=O. (7) Given the product [NH2:33][C:31]1[CH:30]=[CH:29][C:3]([O:4][C:5]2[CH:6]=[C:7]3[C:11](=[CH:12][C:13]=2[C:14]([NH:16][CH:17]2[CH2:22][CH2:21][O:20][CH2:19][CH2:18]2)=[O:15])[N:10]([CH:23]2[CH2:28][CH2:27][CH2:26][CH2:25][O:24]2)[N:9]=[CH:8]3)=[C:2]([F:1])[CH:32]=1, predict the reactants needed to synthesize it. The reactants are: [F:1][C:2]1[CH:32]=[C:31]([N+:33]([O-])=O)[CH:30]=[CH:29][C:3]=1[O:4][C:5]1[CH:6]=[C:7]2[C:11](=[CH:12][C:13]=1[C:14]([NH:16][CH:17]1[CH2:22][CH2:21][O:20][CH2:19][CH2:18]1)=[O:15])[N:10]([CH:23]1[CH2:28][CH2:27][CH2:26][CH2:25][O:24]1)[N:9]=[CH:8]2. (8) The reactants are: [NH2:1][CH2:2][C:3]1[CH:12]=[CH:11][C:6]([C:7]([O:9][CH3:10])=[O:8])=[CH:5][CH:4]=1.[CH2:13]([O:20][C:21]1[CH:22]=[CH:23][C:24]([CH2:27][CH:28]([NH:32][C:33]([O:35][C:36]([CH3:39])([CH3:38])[CH3:37])=[O:34])[C:29](O)=[O:30])=[N:25][CH:26]=1)[C:14]1[CH:19]=[CH:18][CH:17]=[CH:16][CH:15]=1. Given the product [CH2:13]([O:20][C:21]1[CH:22]=[CH:23][C:24]([CH2:27][CH:28]([NH:32][C:33]([O:35][C:36]([CH3:39])([CH3:38])[CH3:37])=[O:34])[C:29]([NH:1][CH2:2][C:3]2[CH:4]=[CH:5][C:6]([C:7]([O:9][CH3:10])=[O:8])=[CH:11][CH:12]=2)=[O:30])=[N:25][CH:26]=1)[C:14]1[CH:15]=[CH:16][CH:17]=[CH:18][CH:19]=1, predict the reactants needed to synthesize it. (9) Given the product [C:1]([O:5][C:6](=[O:46])[N:7]([C:37]1[CH:38]=[N:39][C:40]([O:43][CH2:44][CH3:45])=[CH:41][CH:42]=1)[C:8]1[CH:13]=[CH:12][C:11]([C:14]([C:15]2[C:23]3[C:18](=[N:19][CH:20]=[C:21]([CH3:24])[CH:22]=3)[N:17]([Si:25]([CH:29]([CH3:30])[CH3:31])([CH:32]([CH3:33])[CH3:34])[CH:26]([CH3:28])[CH3:27])[CH:16]=2)=[O:35])=[C:10]([F:36])[N:9]=1)([CH3:2])([CH3:4])[CH3:3], predict the reactants needed to synthesize it. The reactants are: [C:1]([O:5][C:6](=[O:46])[N:7]([C:37]1[CH:38]=[N:39][C:40]([O:43][CH2:44][CH3:45])=[CH:41][CH:42]=1)[C:8]1[CH:13]=[CH:12][C:11]([CH:14]([OH:35])[C:15]2[C:23]3[C:18](=[N:19][CH:20]=[C:21]([CH3:24])[CH:22]=3)[N:17]([Si:25]([CH:32]([CH3:34])[CH3:33])([CH:29]([CH3:31])[CH3:30])[CH:26]([CH3:28])[CH3:27])[CH:16]=2)=[C:10]([F:36])[N:9]=1)([CH3:4])([CH3:3])[CH3:2].CC(OI1(OC(C)=O)(OC(C)=O)OC(=O)C2C=CC=CC1=2)=O.